This data is from Full USPTO retrosynthesis dataset with 1.9M reactions from patents (1976-2016). The task is: Predict the reactants needed to synthesize the given product. (1) Given the product [Cl:1][C:2]1[CH:3]=[C:4]([C:9]2[CH:14]=[C:13]([C:15]([F:16])([F:17])[F:18])[N:12]3[N:19]=[CH:20][C:21]([C:22]#[C:23][C:25]4[CH:30]=[CH:29][C:28]([S:31]([NH2:34])(=[O:33])=[O:32])=[CH:27][CH:26]=4)=[C:11]3[N:10]=2)[CH:5]=[CH:6][C:7]=1[Cl:8], predict the reactants needed to synthesize it. The reactants are: [Cl:1][C:2]1[CH:3]=[C:4]([C:9]2[CH:14]=[C:13]([C:15]([F:18])([F:17])[F:16])[N:12]3[N:19]=[CH:20][C:21]([C:22]#[CH:23])=[C:11]3[N:10]=2)[CH:5]=[CH:6][C:7]=1[Cl:8].Br[C:25]1[CH:30]=[CH:29][C:28]([S:31]([NH2:34])(=[O:33])=[O:32])=[CH:27][CH:26]=1. (2) Given the product [Cl:51][C:52]1[CH:57]=[CH:56][C:55]([S:58]([O:32][CH2:31][CH2:30][C:18]2([C:22]3[CH:27]=[CH:26][C:25]([Cl:28])=[C:24]([Cl:29])[CH:23]=3)[O:19][CH2:20][CH2:21][N:16]([C:14](=[O:15])[CH2:13][C:5]3[CH:6]=[C:7]([C:9]([F:10])([F:11])[F:12])[CH:8]=[C:3]([C:2]([F:1])([F:33])[F:34])[CH:4]=3)[CH2:17]2)(=[O:60])=[O:59])=[CH:54][CH:53]=1, predict the reactants needed to synthesize it. The reactants are: [F:1][C:2]([F:34])([F:33])[C:3]1[CH:4]=[C:5]([CH2:13][C:14]([N:16]2[CH2:21][CH2:20][O:19][C:18]([CH2:30][CH2:31][OH:32])([C:22]3[CH:27]=[CH:26][C:25]([Cl:28])=[C:24]([Cl:29])[CH:23]=3)[CH2:17]2)=[O:15])[CH:6]=[C:7]([C:9]([F:12])([F:11])[F:10])[CH:8]=1.CN(C1C=CC=CN=1)C.C(N(CC)CC)C.[Cl:51][C:52]1[CH:57]=[CH:56][C:55]([S:58](Cl)(=[O:60])=[O:59])=[CH:54][CH:53]=1.Cl. (3) Given the product [CH2:24]([N:23]([CH3:22])[C:12](=[O:14])[CH2:11][O:10][C:9]1[CH:8]=[CH:7][C:6]([CH2:5][C@H:4]([O:3][CH2:1][CH3:2])[C:17]([O:19][CH2:20][CH3:21])=[O:18])=[CH:16][CH:15]=1)[C:25]1[CH:30]=[CH:29][CH:28]=[CH:27][CH:26]=1, predict the reactants needed to synthesize it. The reactants are: [CH2:1]([O:3][C@H:4]([C:17]([O:19][CH2:20][CH3:21])=[O:18])[CH2:5][C:6]1[CH:16]=[CH:15][C:9]([O:10][CH2:11][C:12]([OH:14])=O)=[CH:8][CH:7]=1)[CH3:2].[CH3:22][NH:23][CH2:24][C:25]1[CH:30]=[CH:29][CH:28]=[CH:27][CH:26]=1.F[B-](F)(F)F.N1(OC(N(C)C)=[N+](C)C)C2C=CC=CC=2N=N1. (4) Given the product [CH3:40][C:5]1[O:4][N:3]=[C:2]([CH3:1])[C:6]=1[C:7]1[CH:19]=[C:18]([C:20]([NH2:22])=[O:21])[C:17]2[C:16]3[C:11](=[CH:12][C:13]([CH:23]([CH3:25])[CH3:24])=[CH:14][CH:15]=3)[N:10]([C@@H:27]([CH:28]3[CH2:33][CH2:32][O:31][CH2:30][CH2:29]3)[C:34]3[CH:35]=[CH:36][CH:37]=[CH:38][CH:39]=3)[C:9]=2[CH:8]=1, predict the reactants needed to synthesize it. The reactants are: [CH3:1][C:2]1[C:6]([C:7]2[CH:19]=[C:18]([C:20]([NH2:22])=[O:21])[C:17]3[C:16]4[C:11](=[CH:12][C:13]([C:23](O)([CH3:25])[CH3:24])=[CH:14][CH:15]=4)[N:10]([C@H:27]([C:34]4[CH:39]=[CH:38][CH:37]=[CH:36][CH:35]=4)[CH:28]4[CH2:33][CH2:32][O:31][CH2:30][CH2:29]4)[C:9]=3[CH:8]=2)=[C:5]([CH3:40])[O:4][N:3]=1.C([SiH](CC)CC)C.C(O)(C(F)(F)F)=O. (5) Given the product [C:12]([C:8]1[CH:9]=[C:10]2[C:5]([CH:4]=[CH:3][C:2]([O:1][CH:21]([CH2:33][CH3:34])[C:22]([NH:24][C:25]([CH3:32])([CH3:31])[CH2:26][O:27][CH2:28][O:29][CH3:30])=[O:23])=[CH:11]2)=[CH:6][CH:7]=1)#[N:13], predict the reactants needed to synthesize it. The reactants are: [OH:1][C:2]1[CH:11]=[C:10]2[C:5]([CH:6]=[CH:7][C:8]([C:12]#[N:13])=[CH:9]2)=[CH:4][CH:3]=1.C(=O)([O-])[O-].[Cs+].[Cs+].Br[CH:21]([CH2:33][CH3:34])[C:22]([NH:24][C:25]([CH3:32])([CH3:31])[CH2:26][O:27][CH2:28][O:29][CH3:30])=[O:23]. (6) The reactants are: [CH2:1]([C:15]1[CH:20]=[CH:19][CH:18]=[CH:17][CH:16]=1)[CH2:2][CH2:3][CH2:4][CH2:5][CH2:6][CH2:7][CH2:8][CH2:9][CH2:10][CH2:11][CH2:12][CH2:13][CH3:14].[CH:21]([S:35]([OH:38])(=[O:37])=[O:36])=[CH:22][CH2:23][CH2:24][CH2:25][CH2:26][CH2:27][CH2:28][CH2:29][CH2:30][CH2:31][CH2:32][CH2:33][CH3:34]. Given the product [CH2:1]([C:15]1[CH:16]=[CH:17][CH:18]=[CH:19][C:20]=1[CH2:34][CH2:33][CH2:32][CH2:31][CH2:30][CH2:29][CH2:28][CH2:27][CH2:26][CH2:25][CH2:24][CH2:23][CH2:22][CH2:21][S:35]([OH:38])(=[O:37])=[O:36])[CH2:2][CH2:3][CH2:4][CH2:5][CH2:6][CH2:7][CH2:8][CH2:9][CH2:10][CH2:11][CH2:12][CH2:13][CH3:14], predict the reactants needed to synthesize it. (7) Given the product [C:10]1([CH2:16][N:17]2[CH2:21][CH:20]=[C:19]([C:2]3[N:7]=[CH:6][CH:5]=[CH:4][N:3]=3)[CH2:18]2)[CH:15]=[CH:14][CH:13]=[CH:12][CH:11]=1, predict the reactants needed to synthesize it. The reactants are: Br[C:2]1[N:7]=[CH:6][CH:5]=[CH:4][N:3]=1.[F-].[Cs+].[C:10]1([CH2:16][N:17]2[CH2:21][CH:20]=[C:19](B3OC(C)(C)C(C)(C)O3)[CH2:18]2)[CH:15]=[CH:14][CH:13]=[CH:12][CH:11]=1. (8) Given the product [CH3:11][C@H:1]1[CH2:2][C@@H:3]([OH:10])[C@H:4]([CH:7]([CH3:9])[CH3:8])[CH2:5][CH2:6]1, predict the reactants needed to synthesize it. The reactants are: [CH:1]1([CH3:11])[CH2:6][CH2:5][CH:4]([CH:7]([CH3:9])[CH3:8])[CH:3]([OH:10])[CH2:2]1.C1(C)CCC(C(C)C)C(O)C1.C[C@H]1C[C@H](O)[C@@H](C(C)C)CC1.